Dataset: Forward reaction prediction with 1.9M reactions from USPTO patents (1976-2016). Task: Predict the product of the given reaction. The product is: [CH3:25][N:26]([CH3:31])[CH2:27][CH2:28][CH2:29][NH:30][C:3]([C:5]1[C:18]2[C:9](=[N:10][C:11]3[C:16]([N:17]=2)=[C:15]2[CH:19]=[CH:20][CH:21]=[C:22]([O:23][CH3:24])[C:14]2=[CH:13][CH:12]=3)[CH:8]=[CH:7][CH:6]=1)=[O:2]. Given the reactants C[O:2][C:3]([C:5]1[C:18]2[C:9](=[N:10][C:11]3[C:16]([N:17]=2)=[C:15]2[CH:19]=[CH:20][CH:21]=[C:22]([O:23][CH3:24])[C:14]2=[CH:13][CH:12]=3)[CH:8]=[CH:7][CH:6]=1)=O.[CH3:25][N:26]([CH3:31])[CH2:27][CH2:28][CH2:29][NH2:30], predict the reaction product.